The task is: Predict the product of the given reaction.. This data is from Forward reaction prediction with 1.9M reactions from USPTO patents (1976-2016). (1) Given the reactants C([O:8][C:9]1[CH:14]=[CH:13][C:12]([C:15]2[C:19]3=[N:20][CH:21]=[CH:22][CH:23]=[C:18]3[NH:17][N:16]=2)=[CH:11][CH:10]=1)C1C=CC=CC=1.C([O-])([O-])=O.[Cs+].[Cs+].FC(F)(F)S(O[CH2:36][CH:37]([F:39])[F:38])(=O)=O.O, predict the reaction product. The product is: [F:38][CH:37]([F:39])[CH2:36][N:17]1[C:18]2[C:19](=[N:20][CH:21]=[CH:22][CH:23]=2)[C:15]([C:12]2[CH:11]=[CH:10][C:9]([OH:8])=[CH:14][CH:13]=2)=[N:16]1. (2) The product is: [Cl:1][C:2]1[CH:7]=[CH:6][C:5]([CH:8]([C:30]2[CH:31]=[CH:32][C:33]([Cl:36])=[CH:34][CH:35]=2)[C:9]2[CH:10]=[C:11]3[C:16](=[CH:17][CH:18]=2)[N:15]=[C:14]([O:19][CH2:20][CH2:21][OH:22])[N:13]=[C:12]3[NH:23][CH:24]2[CH2:25][CH2:26][N:27]([S:45]([C:48]3[CH:49]=[CH:50][C:51]([C:52]([OH:54])=[O:53])=[CH:55][CH:56]=3)(=[O:47])=[O:46])[CH2:28][CH2:29]2)=[CH:4][CH:3]=1. Given the reactants [Cl:1][C:2]1[CH:7]=[CH:6][C:5]([CH:8]([C:30]2[CH:35]=[CH:34][C:33]([Cl:36])=[CH:32][CH:31]=2)[C:9]2[CH:10]=[C:11]3[C:16](=[CH:17][CH:18]=2)[N:15]=[C:14]([O:19][CH2:20][CH2:21][OH:22])[N:13]=[C:12]3[NH:23][CH:24]2[CH2:29][CH2:28][NH:27][CH2:26][CH2:25]2)=[CH:4][CH:3]=1.C(N(CC)CC)C.Cl[S:45]([C:48]1[CH:56]=[CH:55][C:51]([C:52]([OH:54])=[O:53])=[CH:50][CH:49]=1)(=[O:47])=[O:46], predict the reaction product. (3) Given the reactants Br[C:2]1[NH:6][C:5]([CH3:7])=[C:4]([C:8]([O:10][CH2:11][CH3:12])=[O:9])[C:3]=1[CH3:13].C(C1[C:21]([CH3:22])=[C:20](Br)[NH:19][C:18]=1[CH3:24])(=O)C, predict the reaction product. The product is: [CH3:7][C:5]1[NH:6][C:2]([C:22]2[CH:24]=[CH:18][N:19]=[CH:20][CH:21]=2)=[C:3]([CH3:13])[C:4]=1[C:8]([O:10][CH2:11][CH3:12])=[O:9]. (4) Given the reactants Br[C:2]1[CH:7]=[CH:6][C:5]([C:8]2([C:11]([O:13][C:14]([CH3:17])([CH3:16])[CH3:15])=[O:12])[CH2:10][CH2:9]2)=[CH:4][CH:3]=1.[NH:18]1[CH2:22][CH2:21][CH2:20][CH2:19]1.CCC([O-])(C)C.[Na+].ClCCl, predict the reaction product. The product is: [C:14]([O:13][C:11]([C:8]1([C:5]2[CH:6]=[CH:7][C:2]([N:18]3[CH2:22][CH2:21][CH2:20][CH2:19]3)=[CH:3][CH:4]=2)[CH2:10][CH2:9]1)=[O:12])([CH3:17])([CH3:16])[CH3:15]. (5) The product is: [Cl:1][C:2]1[CH:3]=[C:4]([N+:12]([O-:14])=[O:13])[C:5]([CH3:11])=[C:6]([CH:10]=1)[C:7]([O:9][CH3:15])=[O:8]. Given the reactants [Cl:1][C:2]1[CH:3]=[C:4]([N+:12]([O-:14])=[O:13])[C:5]([CH3:11])=[C:6]([CH:10]=1)[C:7]([OH:9])=[O:8].[C:15](=O)([O-])[O-].[Na+].[Na+].CI, predict the reaction product. (6) The product is: [CH3:1][C:2]1[CH:7]=[CH:6][C:5]([S:8]([O:11][C@@H:12]2[C@@H:16]([OH:17])[C@@H:15]([CH2:20][OH:19])[O:14][C@@H:13]2[O:23][CH3:24])(=[O:10])=[O:9])=[CH:4][CH:3]=1. Given the reactants [CH3:1][C:2]1[CH:7]=[CH:6][C:5]([S:8]([O:11][C@@H:12]2[C@H:16]3[O:17]C(C)(C)[O:19][CH2:20][C@H:15]3[O:14][C@@H:13]2[O:23][CH3:24])(=[O:10])=[O:9])=[CH:4][CH:3]=1, predict the reaction product. (7) Given the reactants ClC(Cl)(Cl)C([N:5]1[CH2:10][CH2:9][N:8]([C:11]2[CH:16]=[C:15]([S:17]([N:20]3[C:28]4[C:23](=[CH:24][C:25]([Br:29])=[CH:26][CH:27]=4)[C:22]([CH:30]([F:32])[F:31])=[CH:21]3)(=[O:19])=[O:18])[CH:14]=[CH:13][C:12]=2[O:33][CH3:34])[CH2:7][CH2:6]1)=O.[OH-].[K+], predict the reaction product. The product is: [F:32][CH:30]([F:31])[C:22]1[C:23]2[C:28](=[CH:27][CH:26]=[C:25]([Br:29])[CH:24]=2)[N:20]([S:17]([C:15]2[CH:14]=[CH:13][C:12]([O:33][CH3:34])=[C:11]([N:8]3[CH2:9][CH2:10][NH:5][CH2:6][CH2:7]3)[CH:16]=2)(=[O:19])=[O:18])[CH:21]=1.